From a dataset of Forward reaction prediction with 1.9M reactions from USPTO patents (1976-2016). Predict the product of the given reaction. (1) Given the reactants [NH:1]1[CH:8]=[CH:7][C:5](=[O:6])[NH:4][C:2]1=[O:3].[CH2:9]=[O:10].[OH-].[K+].Cl, predict the reaction product. The product is: [OH:10][CH2:9][C:7]1[C:5](=[O:6])[NH:4][C:2](=[O:3])[NH:1][CH:8]=1. (2) Given the reactants [NH:1]1[CH:9]=[C:7]([CH3:8])[C:5](=[O:6])[NH:4][C:2]1=[O:3].C[Si](C)(C)N[Si](C)(C)C.C[Si](Cl)(C)C.[C:24]([O:32][CH2:33][CH2:34][O:35][CH2:36]Cl)(=[O:31])[C:25]1[CH:30]=[CH:29][CH:28]=[CH:27][CH:26]=1.C(N(CC)CC)C, predict the reaction product. The product is: [C:24]([O:32][CH2:33][CH2:34][O:35][CH2:36][N:1]1[CH:9]=[C:7]([CH3:8])[C:5](=[O:6])[NH:4][C:2]1=[O:3])(=[O:31])[C:25]1[CH:30]=[CH:29][CH:28]=[CH:27][CH:26]=1. (3) Given the reactants P(Cl)(Cl)(Cl)=O.[C:6]([C:9]1[CH:14]=[CH:13][N:12]=[CH:11][CH:10]=1)(=O)[CH3:7].[ClH:15].NO.C([O-])(O)=O.[Na+].C[N:24]([CH:26]=O)C, predict the reaction product. The product is: [Cl:15][C:6]([C:9]1[CH:14]=[CH:13][N:12]=[CH:11][CH:10]=1)=[CH:7][C:26]#[N:24].